This data is from Caco-2 cell permeability data measuring drug intestinal absorption for ~900 compounds. The task is: Regression/Classification. Given a drug SMILES string, predict its absorption, distribution, metabolism, or excretion properties. Task type varies by dataset: regression for continuous measurements (e.g., permeability, clearance, half-life) or binary classification for categorical outcomes (e.g., BBB penetration, CYP inhibition). For this dataset (caco2_wang), we predict Y. The drug is COc1ccc(-c2oc3cc(O)cc(O)c3c(=O)c2O)cc1O. The Y is -5.00 log Papp (cm/s).